Dataset: Reaction yield outcomes from USPTO patents with 853,638 reactions. Task: Predict the reaction yield, written as a fraction of the theoretical maximum amount of product (1.0 means a 100% yield; for example, 0.34 means a 34% yield). (1) The reactants are Br[C:2]1[CH:7]=[CH:6][C:5](/[CH:8]=[CH:9]/[C:10]([O:12][CH2:13][CH3:14])=[O:11])=[CH:4][CH:3]=1.[B:15]1([B:15]2[O:19][C:18]([CH3:21])([CH3:20])[C:17]([CH3:23])([CH3:22])[O:16]2)[O:19][C:18]([CH3:21])([CH3:20])[C:17]([CH3:23])([CH3:22])[O:16]1.CC([O-])=O.[K+]. The catalyst is CC1C(C)=C(OC(CCC(OCCOCCOCCOCCOCCOCCOCCOCCOCCOCCOCCOCCOCCOCCOCCOCCOC)=O)=O)C(C)=C2CCC(CCCC(CCCC(CCCC(C)C)C)C)(C)OC=12.O.CC(C)([P](C(C)(C)C)([Pd][P](C(C)(C)C)(C(C)(C)C)C(C)(C)C)C(C)(C)C)C. The product is [CH3:22][C:17]1([CH3:23])[C:18]([CH3:21])([CH3:20])[O:19][B:15]([C:2]2[CH:7]=[CH:6][C:5](/[CH:8]=[CH:9]/[C:10]([O:12][CH2:13][CH3:14])=[O:11])=[CH:4][CH:3]=2)[O:16]1. The yield is 0.770. (2) The reactants are C(N(CC)CC)C.[CH3:8][C:9]1[C:10]([N:18]2[CH2:23][CH2:22][NH:21][CH2:20][CH2:19]2)=[N:11][CH:12]=[C:13]([N+:15]([O-:17])=[O:16])[CH:14]=1.Cl.[F:25][C:26]1[CH:34]=[CH:33][CH:32]=[C:31]([F:35])[C:27]=1[C:28](Cl)=[O:29]. The catalyst is C(Cl)Cl. The product is [F:25][C:26]1[CH:34]=[CH:33][CH:32]=[C:31]([F:35])[C:27]=1[C:28]([N:21]1[CH2:20][CH2:19][N:18]([C:10]2[C:9]([CH3:8])=[CH:14][C:13]([N+:15]([O-:17])=[O:16])=[CH:12][N:11]=2)[CH2:23][CH2:22]1)=[O:29]. The yield is 0.930. (3) The reactants are [NH2:1][C:2]1[CH:3]=[C:4]2[C:9](=[CH:10][CH:11]=1)[N:8]([CH2:12][CH2:13][CH2:14][N:15]([CH3:25])[C:16](=[O:24])[O:17][C:18]1[CH:23]=[CH:22][CH:21]=[CH:20][CH:19]=1)[CH2:7][CH2:6][CH2:5]2.I.[S:27]1[CH:31]=[CH:30][CH:29]=[C:28]1[C:32](SC)=[NH:33]. The catalyst is C(O)C.O.C(=O)([O-])[O-].[Na+].[Na+]. The product is [CH3:25][N:15]([CH2:14][CH2:13][CH2:12][N:8]1[C:9]2[C:4](=[CH:3][C:2]([NH:1][C:32]([C:28]3[S:27][CH:31]=[CH:30][CH:29]=3)=[NH:33])=[CH:11][CH:10]=2)[CH2:5][CH2:6][CH2:7]1)[C:16](=[O:24])[O:17][C:18]1[CH:19]=[CH:20][CH:21]=[CH:22][CH:23]=1. The yield is 0.574.